Dataset: Full USPTO retrosynthesis dataset with 1.9M reactions from patents (1976-2016). Task: Predict the reactants needed to synthesize the given product. Given the product [Cl:1][C:2]1[CH:3]=[C:4]([S:8]([CH:11]2[C:12]3[N:47]=[C:45]([NH:44][C:34]4[CH:35]=[CH:36][C:37]([N:38]5[CH:42]=[C:41]([CH3:43])[N:40]=[CH:39]5)=[C:32]([O:31][CH3:30])[CH:33]=4)[N:46]=[CH:17][C:13]=3[CH2:14][CH2:15][CH2:16]2)(=[O:10])=[O:9])[CH:5]=[CH:6][CH:7]=1, predict the reactants needed to synthesize it. The reactants are: [Cl:1][C:2]1[CH:3]=[C:4]([S:8]([CH:11]2[CH2:16][CH2:15][CH2:14]/[C:13](=[CH:17]\N(C)C)/[C:12]2=O)(=[O:10])=[O:9])[CH:5]=[CH:6][CH:7]=1.[N+]([O-])(O)=O.[N+]([O-])(O)=O.[CH3:30][O:31][C:32]1[CH:33]=[C:34]([NH:44][C:45]([NH2:47])=[NH:46])[CH:35]=[CH:36][C:37]=1[N:38]1[CH:42]=[C:41]([CH3:43])[N:40]=[CH:39]1.